This data is from Catalyst prediction with 721,799 reactions and 888 catalyst types from USPTO. The task is: Predict which catalyst facilitates the given reaction. (1) Reactant: [O:1]1[CH2:6][CH2:5][CH2:4][O:3][CH:2]1[C:7]1[N:11]([CH3:12])[CH:10]=[N:9][CH:8]=1.[Li]CCCC.[I:18]I. Product: [O:3]1[CH2:4][CH2:5][CH2:6][O:1][CH:2]1[C:7]1[N:11]([CH3:12])[C:10]([I:18])=[N:9][CH:8]=1. The catalyst class is: 1. (2) Reactant: [C:1]([C:3]1[CH:4]=[C:5]([CH2:9][N:10]2[C:15]([OH:16])=[C:14]([C:17]([NH:19][CH2:20][C:21]([O:23]CC)=[O:22])=[O:18])[C:13](=[O:26])[N:12]([CH2:27][C:28]3[CH:33]=[CH:32][CH:31]=[CH:30][CH:29]=3)[C:11]2=[O:34])[CH:6]=[CH:7][CH:8]=1)#[N:2].OC1NC(=O)N(CC2C=CC=CC=2)C(=O)C=1C(NCC(OCC)=O)=O.C(C1C=C(C=CC=1)CBr)#N.C(=O)([O-])[O-].[Na+].[Na+].Cl. Product: [C:1]([C:3]1[CH:4]=[C:5]([CH2:9][N:10]2[C:15]([OH:16])=[C:14]([C:17]([NH:19][CH2:20][C:21]([OH:23])=[O:22])=[O:18])[C:13](=[O:26])[N:12]([CH2:27][C:28]3[CH:29]=[CH:30][CH:31]=[CH:32][CH:33]=3)[C:11]2=[O:34])[CH:6]=[CH:7][CH:8]=1)#[N:2]. The catalyst class is: 9. (3) Reactant: [N+:1]([C:4]1[CH:10]=[C:9](B2OC(C)(C)C(C)(C)O2)[CH:8]=[CH:7][C:5]=1[NH2:6])([O-:3])=[O:2].Cl[C:21]1[C:30]([N:31]2[CH2:35][CH2:34][CH2:33][C@@H:32]2[CH3:36])=[N:29][C:28]2[C:23](=[CH:24][CH:25]=[C:26]([C:37]([O:39][CH3:40])=[O:38])[CH:27]=2)[N:22]=1.C(=O)([O-])[O-].[Na+].[Na+]. Product: [NH2:6][C:5]1[CH:7]=[CH:8][C:9]([C:21]2[C:30]([N:31]3[CH2:35][CH2:34][CH2:33][C@@H:32]3[CH3:36])=[N:29][C:28]3[C:23](=[CH:24][CH:25]=[C:26]([C:37]([O:39][CH3:40])=[O:38])[CH:27]=3)[N:22]=2)=[CH:10][C:4]=1[N+:1]([O-:3])=[O:2]. The catalyst class is: 438. (4) The catalyst class is: 756. Product: [NH2:1][C:2]1[N:7]=[C:6]([C:8]2[CH:13]=[CH:12][C:11]([I:26])=[C:10]([F:18])[C:9]=2[F:19])[N:5]=[C:4]([C:20]([O:22][CH3:23])=[O:21])[C:3]=1[O:24][CH3:25]. Reactant: [NH2:1][C:2]1[N:7]=[C:6]([C:8]2[CH:13]=[CH:12][C:11]([Si](C)(C)C)=[C:10]([F:18])[C:9]=2[F:19])[N:5]=[C:4]([C:20]([O:22][CH3:23])=[O:21])[C:3]=1[O:24][CH3:25].[I:26]Cl. (5) Reactant: FC(F)(F)S(O[C:7]1[CH:12]=[CH:11][CH:10]=[C:9]([S:13]([C:16]2([CH3:31])[CH2:21][CH2:20][O:19][CH:18]([C:22]3[CH:27]=[CH:26][C:25]([S:28][CH3:29])=[CH:24][C:23]=3[F:30])[CH2:17]2)(=[O:15])=[O:14])[CH:8]=1)(=O)=O.C(=O)([O-])[O-].[Cs+].[Cs+].[CH:40]1(B(O)O)[CH2:42][CH2:41]1.C(Cl)Cl. The catalyst class is: 93. Product: [CH:40]1([C:7]2[CH:8]=[C:9]([S:13]([C:16]3([CH3:31])[CH2:21][CH2:20][O:19][CH:18]([C:22]4[CH:27]=[CH:26][C:25]([S:28][CH3:29])=[CH:24][C:23]=4[F:30])[CH2:17]3)(=[O:14])=[O:15])[CH:10]=[CH:11][CH:12]=2)[CH2:42][CH2:41]1. (6) Reactant: Br[C:2]1[CH:3]=[C:4]([CH2:9][CH3:10])[C:5]([NH2:8])=[N:6][CH:7]=1.[B:11]1([B:11]2[O:15][C:14]([CH3:17])([CH3:16])[C:13]([CH3:19])([CH3:18])[O:12]2)[O:15][C:14]([CH3:17])([CH3:16])[C:13]([CH3:19])([CH3:18])[O:12]1.CC([O-])=O.[K+]. Product: [CH2:9]([C:4]1[C:5]([NH2:8])=[N:6][CH:7]=[C:2]([B:11]2[O:15][C:14]([CH3:17])([CH3:16])[C:13]([CH3:19])([CH3:18])[O:12]2)[CH:3]=1)[CH3:10]. The catalyst class is: 12.